Dataset: Reaction yield outcomes from USPTO patents with 853,638 reactions. Task: Predict the reaction yield, written as a fraction of the theoretical maximum amount of product (1.0 means a 100% yield; for example, 0.34 means a 34% yield). The reactants are [F:1][C:2]1[CH:7]=C(C)[CH:5]=[CH:4][C:3]=1[N+:9]([O-:11])=[O:10].[Cr](O[Cr]([O-])(=O)=O)([O-])(=O)=O.[K+].[K+].S(=O)(=O)(O)O.[C:28]([OH:31])(=[O:30])[CH3:29]. No catalyst specified. The product is [F:1][C:2]1[CH:7]=[C:29]([CH:5]=[CH:4][C:3]=1[N+:9]([O-:11])=[O:10])[C:28]([OH:31])=[O:30]. The yield is 0.830.